Dataset: Rat liver microsome stability data. Task: Regression/Classification. Given a drug SMILES string, predict its absorption, distribution, metabolism, or excretion properties. Task type varies by dataset: regression for continuous measurements (e.g., permeability, clearance, half-life) or binary classification for categorical outcomes (e.g., BBB penetration, CYP inhibition). Dataset: rlm. (1) The drug is Cc1cnc(SCc2ccccn2)nc1C1CCCN(C(=O)c2scc3c2CCCC3)C1. The result is 1 (stable in rat liver microsomes). (2) The compound is Cc1nn(-c2ccccn2)c(=O)cc1-c1ccc(OC2CCN(C3CCC3)CC2)cc1. The result is 0 (unstable in rat liver microsomes). (3) The compound is O=S(=O)(NCc1ccc(-c2ccc(F)nc2)cc1)c1cc2ccc(Cl)cc2[nH]1. The result is 1 (stable in rat liver microsomes). (4) The result is 1 (stable in rat liver microsomes). The compound is O=C(Nc1cccc(OC(F)F)c1)c1ccccn1. (5) The drug is COC(=O)Nc1ccc2c(c1)NC(=O)[C@H](C)CCC[C@H](N1CC[C@H](c3c(F)ccc(Cl)c3F)OC1=O)c1ccnc-2c1. The result is 1 (stable in rat liver microsomes). (6) The molecule is O=C(O)[C@H]1CC[C@H](C(=O)N2CC[C@@]3(S(=O)(=O)c4ccccc4)c4ccc(C(F)(C(F)(F)F)C(F)(F)F)cc4CC[C@@H]23)CC1. The result is 0 (unstable in rat liver microsomes).